Dataset: NCI-60 drug combinations with 297,098 pairs across 59 cell lines. Task: Regression. Given two drug SMILES strings and cell line genomic features, predict the synergy score measuring deviation from expected non-interaction effect. Drug 1: CCCS(=O)(=O)NC1=C(C(=C(C=C1)F)C(=O)C2=CNC3=C2C=C(C=N3)C4=CC=C(C=C4)Cl)F. Drug 2: CN(C(=O)NC(C=O)C(C(C(CO)O)O)O)N=O. Cell line: COLO 205. Synergy scores: CSS=39.5, Synergy_ZIP=0.694, Synergy_Bliss=-2.04, Synergy_Loewe=-27.9, Synergy_HSA=-1.98.